From a dataset of Peptide-MHC class II binding affinity with 134,281 pairs from IEDB. Regression. Given a peptide amino acid sequence and an MHC pseudo amino acid sequence, predict their binding affinity value. This is MHC class II binding data. (1) The MHC is HLA-DPA10103-DPB10401 with pseudo-sequence HLA-DPA10103-DPB10401. The peptide sequence is KTKEGVLYVGSKTKE. The binding affinity (normalized) is 0. (2) The peptide sequence is NESATILMTATPPGT. The MHC is DRB1_1302 with pseudo-sequence DRB1_1302. The binding affinity (normalized) is 0.294.